The task is: Binary Classification. Given a miRNA mature sequence and a target amino acid sequence, predict their likelihood of interaction.. This data is from Experimentally validated miRNA-target interactions with 360,000+ pairs, plus equal number of negative samples. The miRNA is ath-miR837-3p with sequence AAACGAACAAAAAACUGAUGG. The protein sequence of the target gene is MAENGESSGPPRPSRGPAAAPGAASPPAEPKIIKVTVKTPKEKEEFAVPENSTVQQFKEAISKRFKSQTDQLVLIFAGKILKDQDTLMQHGIHDGLTVHLVIKSQNRPQGQATTQPSTTAGTSTTTTTTTTAAAPAATTSSAPRSSSTPTTTNSSSFGLGSLSSLSNLGLNSPNFTELQNQMQQQLLASPEMMIQIMENPFVQSMLSNPDLMRQLIMANPQMQQLIQRNPEISHLLNNPDIMRQTLEIARNPAMMQEMMRNQDLALSNLESIPGGYNALRRMYTDIQEPMLNAAQEQFGG.... Result: 0 (no interaction).